Dataset: Forward reaction prediction with 1.9M reactions from USPTO patents (1976-2016). Task: Predict the product of the given reaction. (1) The product is: [F:11][C:12]1[CH:17]=[CH:16][C:15]([F:18])=[CH:14][C:13]=1[C@H:19]1[CH2:23][CH2:22][CH2:21][N:20]1[C:2]1[CH:7]=[CH:6][N:5]2[N:8]=[CH:9][CH:10]=[C:4]2[N:3]=1. Given the reactants Cl[C:2]1[CH:7]=[CH:6][N:5]2[N:8]=[CH:9][CH:10]=[C:4]2[N:3]=1.[F:11][C:12]1[CH:17]=[CH:16][C:15]([F:18])=[CH:14][C:13]=1[C@H:19]1[CH2:23][CH2:22][CH2:21][NH:20]1.C(O)CCC.CCN(C(C)C)C(C)C, predict the reaction product. (2) Given the reactants [CH2:1]1[CH2:6][O:5][CH:4]=[CH:3][CH2:2]1.[CH2:7]([OH:10])[C:8]#[CH:9].S(O)([C:14]1[CH:20]=CC(C)=CC=1)(=O)=O.[OH2:22].CCN(CC)CC, predict the reaction product. The product is: [O:5]1[CH2:6][CH2:1][CH2:2][CH2:3][CH:4]1[O:10][CH:7]1[CH2:8][CH2:9][CH2:14][CH2:20][O:22]1. (3) The product is: [Br:12][C:11]1[C:2]([NH:1][C:16]2[C:17]([Cl:21])=[CH:18][N:19]=[C:14]([Cl:13])[N:15]=2)=[C:3]([CH:8]=[CH:9][CH:10]=1)[C:4]([NH:6][CH3:7])=[O:5]. Given the reactants [NH2:1][C:2]1[C:11]([Br:12])=[CH:10][CH:9]=[CH:8][C:3]=1[C:4]([NH:6][CH3:7])=[O:5].[Cl:13][C:14]1[N:19]=[C:18](Cl)[C:17]([Cl:21])=[CH:16][N:15]=1.C([O-])([O-])=O.[K+].[K+], predict the reaction product. (4) The product is: [OH:14][N:13]=[C:2]([C:3]1[CH:12]=[CH:11][C:10]2[NH:15][CH:16]=[N:17][C:5]=2[CH:4]=1)[NH2:1]. Given the reactants [NH2:1][C:2](=[N:13][OH:14])[C:3]1[CH:4]=[C:5]([CH:10]=[CH:11][CH:12]=1)C(OC)=O.[NH:15]1C2C=CC(C#N)=CC=2[N:17]=[CH:16]1, predict the reaction product. (5) The product is: [C:18]1([NH:17][C:15]2[N:16]=[C:12]3[CH:11]=[CH:10][CH:9]=[CH:8][N:13]3[N:14]=2)[CH:19]=[CH:20][CH:21]=[CH:22][CH:23]=1. Given the reactants NC1C=C([C:8]2[N:13]3[N:14]=[C:15]([NH:17][C:18]4[CH:23]=[CH:22][CH:21]=[CH:20][CH:19]=4)[N:16]=[C:12]3[CH:11]=[CH:10][CH:9]=2)C=CC=1.BrC1N2N=C(N)N=C2C=CC=1.[N+](C1C=C(B(O)O)C=CC=1)([O-])=O.C1(Br)C=CC=CC=1.O1C=CC(C2N3N=C(NC4C=CC=CC=4)N=C3C=CC=2)=C1.[N+](C1C=C(C2N3N=C(NC4C=CC=CC=4)N=C3C=CC=2)C=CC=1)([O-])=O.[Cl-].[NH4+], predict the reaction product. (6) Given the reactants [CH2:1]([N:8]([CH3:26])[CH:9]1[CH2:14][CH2:13][N:12]([CH2:15][CH2:16][C:17]2[CH:22]=[CH:21][C:20]([F:23])=[CH:19][CH:18]=2)[CH2:11][CH:10]1[CH2:24][OH:25])[C:2]1[CH:7]=[CH:6][CH:5]=[CH:4][CH:3]=1.C(N(CC)CC)C.[CH3:34][S:35](Cl)(=[O:37])=[O:36], predict the reaction product. The product is: [CH2:1]([N:8]([CH3:26])[C@@H:9]1[CH2:14][CH2:13][N:12]([CH2:15][CH2:16][C:17]2[CH:22]=[CH:21][C:20]([F:23])=[CH:19][CH:18]=2)[CH2:11][C@H:10]1[CH2:24][O:25][S:35]([CH3:34])(=[O:37])=[O:36])[C:2]1[CH:7]=[CH:6][CH:5]=[CH:4][CH:3]=1. (7) Given the reactants [F:1][C:2]1[N:7]=[CH:6][C:5]([CH2:8][CH2:9][CH2:10][CH2:11][CH2:12][CH2:13][CH:14]([OH:18])[C:15]([OH:17])=O)=[CH:4][CH:3]=1.O.ON1C2C=CC=CC=2N=N1.Cl.CN(C)CCCN=C=NCC.C(N(C(C)C)CC)(C)C.[NH2:51][CH2:52][C:53]1[S:57][C:56]([C:58]2[CH:63]=[CH:62][C:61]([OH:64])=[CH:60][CH:59]=2)=[N:55][N:54]=1, predict the reaction product. The product is: [F:1][C:2]1[N:7]=[CH:6][C:5]([CH2:8][CH2:9][CH2:10][CH2:11][CH2:12][CH2:13][CH:14]([OH:18])[C:15]([NH:51][CH2:52][C:53]2[S:57][C:56]([C:58]3[CH:63]=[CH:62][C:61]([OH:64])=[CH:60][CH:59]=3)=[N:55][N:54]=2)=[O:17])=[CH:4][CH:3]=1.